From a dataset of Reaction yield outcomes from USPTO patents with 853,638 reactions. Predict the reaction yield, written as a fraction of the theoretical maximum amount of product (1.0 means a 100% yield; for example, 0.34 means a 34% yield). (1) The catalyst is CN(C1C=CN=CC=1)C.N1C=CC=CC=1. The yield is 0.0700. The reactants are [N:1]1[C:10]2[C:5](=[C:6]([N:11]3[C:15]([NH2:16])=[CH:14][CH:13]=[N:12]3)[CH:7]=[CH:8][CH:9]=2)[CH:4]=[CH:3][CH:2]=1.[C:17]([C:21]1[CH:26]=[CH:25][C:24]([S:27](Cl)(=[O:29])=[O:28])=[CH:23][CH:22]=1)([CH3:20])([CH3:19])[CH3:18].C(=O)(O)[O-].[Na+]. The product is [C:17]([C:21]1[CH:26]=[CH:25][C:24]([S:27]([NH:16][C:15]2[N:11]([C:6]3[CH:7]=[CH:8][CH:9]=[C:10]4[C:5]=3[CH:4]=[CH:3][CH:2]=[N:1]4)[N:12]=[CH:13][CH:14]=2)(=[O:29])=[O:28])=[CH:23][CH:22]=1)([CH3:20])([CH3:18])[CH3:19]. (2) The reactants are [F:1][C:2]1[CH:7]=[C:6]([O:8]C)[C:5]([F:10])=[CH:4][C:3]=1[C:11]1[C:19]2[C:14](=[N:15][CH:16]=[N:17][C:18]=2[NH2:20])[N:13]([CH:21]([CH3:23])[CH3:22])[N:12]=1.B(Br)(Br)Br. The catalyst is C(Cl)Cl. The product is [NH2:20][C:18]1[N:17]=[CH:16][N:15]=[C:14]2[N:13]([CH:21]([CH3:23])[CH3:22])[N:12]=[C:11]([C:3]3[C:2]([F:1])=[CH:7][C:6]([OH:8])=[C:5]([F:10])[CH:4]=3)[C:19]=12. The yield is 0.350. (3) The reactants are [NH2:1][C:2]1[CH:3]=[C:4]([CH:7]=[CH:8][C:9]=1[NH:10][CH2:11][CH2:12][CH2:13][C:14]([F:17])([F:16])[F:15])[C:5]#[N:6].C(N(CC)CC)C.[C:25]([O:28][CH2:29][C:30](Cl)=O)(=[O:27])[CH3:26]. The catalyst is C(Cl)Cl.C(O)(=O)C. The product is [C:25]([O:28][CH2:29][C:30]1[N:10]([CH2:11][CH2:12][CH2:13][C:14]([F:15])([F:16])[F:17])[C:9]2[CH:8]=[CH:7][C:4]([C:5]#[N:6])=[CH:3][C:2]=2[N:1]=1)(=[O:27])[CH3:26]. The yield is 0.450. (4) The reactants are C(OC(=O)[NH:5][C:6]([CH3:11])([CH3:10])[CH2:7][CH2:8][NH2:9])C.[BrH:13]. The catalyst is C(O)(=O)C. The product is [BrH:13].[BrH:13].[CH3:10][C:6]([NH2:5])([CH3:11])[CH2:7][CH2:8][NH2:9]. The yield is 0.550. (5) The reactants are [C:1]([C:5]1[CH:6]=[C:7]2[C:12](=[C:13]([F:15])[CH:14]=1)[C:11](=[O:16])[N:10]([C:17]1[CH:22]=[CH:21][CH:20]=[C:19]([C:23]3[CH:28]=[C:27]([NH:29][C:30]4[CH:35]=[CH:34][C:33]([CH:36]5[CH2:41][CH2:40][NH:39][CH2:38][CH2:37]5)=[CH:32][N:31]=4)[C:26](=[O:42])[N:25]([CH3:43])[N:24]=3)[C:18]=1[CH2:44][OH:45])[N:9]=[CH:8]2)([CH3:4])([CH3:3])[CH3:2].CCN(C(C)C)C(C)C.[CH3:55][S:56](Cl)(=[O:58])=[O:57]. The catalyst is C(Cl)Cl. The product is [C:1]([C:5]1[CH:6]=[C:7]2[C:12](=[C:13]([F:15])[CH:14]=1)[C:11](=[O:16])[N:10]([C:17]1[CH:22]=[CH:21][CH:20]=[C:19]([C:23]3[CH:28]=[C:27]([NH:29][C:30]4[CH:35]=[CH:34][C:33]([CH:36]5[CH2:41][CH2:40][N:39]([S:56]([CH3:55])(=[O:58])=[O:57])[CH2:38][CH2:37]5)=[CH:32][N:31]=4)[C:26](=[O:42])[N:25]([CH3:43])[N:24]=3)[C:18]=1[CH2:44][OH:45])[N:9]=[CH:8]2)([CH3:4])([CH3:2])[CH3:3]. The yield is 0.450. (6) The reactants are [C:1]([CH2:3][CH:4]([OH:20])[CH2:5][N:6]1[CH2:12][CH2:11][CH2:10][N:9]([C:13]([O:15][C:16]([CH3:19])([CH3:18])[CH3:17])=[O:14])[CH2:8][CH2:7]1)#[N:2].C(N(CC)CC)C.[CH3:28][S:29](Cl)(=[O:31])=[O:30]. The catalyst is C(Cl)Cl.O. The product is [C:1]([CH2:3][CH:4]([O:20][S:29]([CH3:28])(=[O:31])=[O:30])[CH2:5][N:6]1[CH2:12][CH2:11][CH2:10][N:9]([C:13]([O:15][C:16]([CH3:17])([CH3:19])[CH3:18])=[O:14])[CH2:8][CH2:7]1)#[N:2]. The yield is 0.980.